This data is from Forward reaction prediction with 1.9M reactions from USPTO patents (1976-2016). The task is: Predict the product of the given reaction. (1) Given the reactants [F:1][C:2]1[CH:3]=[C:4]([CH:7]=[CH:8][C:9]=1[C:10]1[S:11][C:12]2[C:17]([N:18]=1)=[CH:16][CH:15]=[C:14]([C:19]1([C:22]3[CH:27]=[CH:26][CH:25]=[CH:24][CH:23]=3)[CH2:21][CH2:20]1)[N:13]=2)[CH:5]=O.[NH:28]1[CH2:35][CH2:34][CH2:33][C@@H:29]1[C:30]([OH:32])=[O:31], predict the reaction product. The product is: [F:1][C:2]1[CH:3]=[C:4]([CH:7]=[CH:8][C:9]=1[C:10]1[S:11][C:12]2[C:17]([N:18]=1)=[CH:16][CH:15]=[C:14]([C:19]1([C:22]3[CH:23]=[CH:24][CH:25]=[CH:26][CH:27]=3)[CH2:20][CH2:21]1)[N:13]=2)[CH2:5][N:28]1[CH2:35][CH2:34][CH2:33][C@@H:29]1[C:30]([OH:32])=[O:31]. (2) Given the reactants [H-].[Na+].[CH2:3]([C:9]([O:11][CH2:12][CH3:13])=[O:10])[C:4]([O:6][CH2:7][CH3:8])=[O:5].N#N.[F:16][C:17]1[CH:22]=[C:21]([N+:23]([O-:25])=[O:24])[C:20]([F:26])=[CH:19][C:18]=1F, predict the reaction product. The product is: [F:16][C:17]1[CH:22]=[C:21]([N+:23]([O-:25])=[O:24])[C:20]([F:26])=[CH:19][C:18]=1[CH:3]([C:4]([O:6][CH2:7][CH3:8])=[O:5])[C:9]([O:11][CH2:12][CH3:13])=[O:10].